From a dataset of Full USPTO retrosynthesis dataset with 1.9M reactions from patents (1976-2016). Predict the reactants needed to synthesize the given product. (1) The reactants are: [N:1]1([CH2:7][CH2:8][N:9]2[C:17]3[C:12](=[CH:13][C:14]([N+:18]([O-])=O)=[CH:15][CH:16]=3)[CH:11]=[N:10]2)[CH2:6][CH2:5][O:4][CH2:3][CH2:2]1.[Cl-].[NH4+]. Given the product [N:1]1([CH2:7][CH2:8][N:9]2[C:17]3[C:12](=[CH:13][C:14]([NH2:18])=[CH:15][CH:16]=3)[CH:11]=[N:10]2)[CH2:6][CH2:5][O:4][CH2:3][CH2:2]1, predict the reactants needed to synthesize it. (2) Given the product [C:18]1([C@@H:24]2[CH2:26][C@H:25]2[NH:27][CH2:1][CH:3]2[CH2:4][CH2:5][N:6]([CH2:9][CH2:10][C:11]([OH:13])=[O:12])[CH2:7][CH2:8]2)[CH:23]=[CH:22][CH:21]=[CH:20][CH:19]=1, predict the reactants needed to synthesize it. The reactants are: [CH:1]([CH:3]1[CH2:8][CH2:7][N:6]([CH2:9][CH2:10][C:11]([O:13]C(C)(C)C)=[O:12])[CH2:5][CH2:4]1)=O.[C:18]1([C@@H:24]2[CH2:26][C@H:25]2[NH2:27])[CH:23]=[CH:22][CH:21]=[CH:20][CH:19]=1.[B-]C#N.[Na+].O.